Dataset: Experimentally validated miRNA-target interactions with 360,000+ pairs, plus equal number of negative samples. Task: Binary Classification. Given a miRNA mature sequence and a target amino acid sequence, predict their likelihood of interaction. (1) The miRNA is cel-miR-42-3p with sequence UCACCGGGUUAACAUCUACAGA. The protein sequence of the target gene is MGLEAQRLPGAEEAPVRVALRVRPLLPKELLHGHQSCLQVEPGLGRVTLGRDRHFGFHVVLAEDAGQEAVYQACVQPLLEAFFEGFNATVFAYGQTGSGKTYTMGEASVASLLEDEQGIVPRAMAEAFKLIDENDLLDCLVHVSYLEVYKEEFRDLLEVGTASRDIQLREDERGNVVLCGVKEVDVEGLDEVLSLLEMGNAARHTGATHLNHLSSRSHTVFTVTLEQRGRAPSRLPRPAPGQLLVSKFHFVDLAGSERVLKTGSTGERLKESIQINSSLLALGNVISALGDPQRRGSHIP.... Result: 0 (no interaction). (2) The protein sequence of the target gene is MDDWKPSPLIKPFGARKKRSWYLTWKYKLTNQRALRRFCQTGAVLFLLVTVIVNIKLILDTRRAISEANEDPEPEQDYDEALGRLEPPRRRGSGPRRVLDVEVYSSRSKVYVAVDGTTVLEDEAREQGRGIHVIVLNQATGHVMAKRVFDTYSPHEDEAMVLFLNMVAPGRVLICTVKDEGSFHLKDTAKALLRSLGSQAGPALGWRDTWAFVGRKGGPVFGEKHSKSPALSSWGDPVLLKTDVPLSSAEEAECHWADTELNRRRRRFCSKVEGYGSVCSCKDPTPIEFSPDPLPDNKVL.... The miRNA is hsa-miR-6835-5p with sequence AGGGGGUAGAAAGUGGCUGAAG. Result: 1 (interaction).